Dataset: Forward reaction prediction with 1.9M reactions from USPTO patents (1976-2016). Task: Predict the product of the given reaction. (1) Given the reactants [Cl:1][C:2]1[CH:3]=[N:4][CH:5]=[C:6]([Cl:20])[C:7]=1[S:8][C:9]1[S:13][C:12]([C:14]([OH:16])=O)=[CH:11][C:10]=1[N+:17]([O-:19])=[O:18].[F:21][C:22]1[CH:23]=[C:24]([CH:27]=[CH:28][CH:29]=1)[CH2:25][NH2:26], predict the reaction product. The product is: [Cl:20][C:6]1[CH:5]=[N:4][CH:3]=[C:2]([Cl:1])[C:7]=1[S:8][C:9]1[S:13][C:12]([C:14]([NH:26][CH2:25][C:24]2[CH:27]=[CH:28][CH:29]=[C:22]([F:21])[CH:23]=2)=[O:16])=[CH:11][C:10]=1[N+:17]([O-:19])=[O:18]. (2) Given the reactants [CH3:1][C:2]([CH3:24])([CH3:23])[C@@H:3]([N:5]1[CH2:10][CH2:9][C@@:8]([C:15]2[CH:20]=[CH:19][C:18]([F:21])=[CH:17][CH:16]=2)([CH2:11][CH2:12][CH2:13][OH:14])[O:7][C:6]1=[O:22])[CH3:4].CC(C)=[O:27].OS(O)(=O)=O.O=[Cr](=O)=O, predict the reaction product. The product is: [CH3:24][C:2]([CH3:23])([CH3:1])[C@@H:3]([N:5]1[CH2:10][CH2:9][C@:8]([CH2:11][CH2:12][C:13]([OH:27])=[O:14])([C:15]2[CH:16]=[CH:17][C:18]([F:21])=[CH:19][CH:20]=2)[O:7][C:6]1=[O:22])[CH3:4]. (3) Given the reactants C([O:4][CH2:5][CH:6]1[CH2:8][CH:7]1[C:9]([NH:11][C:12]1[S:20][C:15]2[CH2:16][O:17][CH2:18][CH2:19][C:14]=2[C:13]=1[C:21]([NH2:23])=[O:22])=[O:10])C=C.C1(C)C=CC(S(O)(=O)=O)=CC=1, predict the reaction product. The product is: [OH:4][CH2:5][CH:6]1[CH2:8][CH:7]1[C:9]([NH:11][C:12]1[S:20][C:15]2[CH2:16][O:17][CH2:18][CH2:19][C:14]=2[C:13]=1[C:21]([NH2:23])=[O:22])=[O:10]. (4) Given the reactants [Cl:1][C:2]1[CH:7]=[CH:6][C:5]([C:8]2[C:14]3[CH:15]=[C:16]([C:19]4[C:20]([CH3:25])=[N:21][O:22][C:23]=4[CH3:24])[CH:17]=[CH:18][C:13]=3[N:12]3[C:26]([CH3:29])=[N:27][N:28]=[C:11]3[CH2:10][CH:9]=2)=[CH:4][CH:3]=1.C([Li])(CC)C.Cl[CH2:36][C:37]1[O:38][C:39]([CH3:42])=[N:40][N:41]=1, predict the reaction product. The product is: [Cl:1][C:2]1[CH:7]=[CH:6][C:5]([C:8]2[C:14]3[CH:15]=[C:16]([C:19]4[C:20]([CH3:25])=[N:21][O:22][C:23]=4[CH3:24])[CH:17]=[CH:18][C:13]=3[N:12]3[C:26]([CH3:29])=[N:27][N:28]=[C:11]3[CH:10]([CH2:36][C:37]3[O:38][C:39]([CH3:42])=[N:40][N:41]=3)[CH:9]=2)=[CH:4][CH:3]=1.